From a dataset of Catalyst prediction with 721,799 reactions and 888 catalyst types from USPTO. Predict which catalyst facilitates the given reaction. (1) Reactant: [F:1][C:2]1[CH:3]=[C:4]([C:10]2[CH:24]=[C:23]([CH2:25][N:26]([CH3:38])[S:27]([C:30]3[CH:35]=[CH:34][C:33]([F:36])=[C:32]([Cl:37])[CH:31]=3)(=[O:29])=[O:28])[CH:22]=[CH:21][C:11]=2[O:12][CH2:13][C:14]([O:16]C(C)(C)C)=[O:15])[CH:5]=[C:6]([O:8][CH3:9])[CH:7]=1. Product: [F:1][C:2]1[CH:3]=[C:4]([C:10]2[CH:24]=[C:23]([CH2:25][N:26]([CH3:38])[S:27]([C:30]3[CH:35]=[CH:34][C:33]([F:36])=[C:32]([Cl:37])[CH:31]=3)(=[O:29])=[O:28])[CH:22]=[CH:21][C:11]=2[O:12][CH2:13][C:14]([OH:16])=[O:15])[CH:5]=[C:6]([O:8][CH3:9])[CH:7]=1. The catalyst class is: 137. (2) Product: [Cl:8][C:6]1[CH:7]=[C:2]([N:24]2[CH2:25][CH2:26][CH:21]([C:20]([F:28])([F:27])[F:19])[CH2:22][CH2:23]2)[N:3]=[CH:4][N:5]=1. The catalyst class is: 6. Reactant: Cl[C:2]1[CH:7]=[C:6]([Cl:8])[N:5]=[CH:4][N:3]=1.CCN(C(C)C)C(C)C.Cl.[F:19][C:20]([F:28])([F:27])[CH:21]1[CH2:26][CH2:25][NH:24][CH2:23][CH2:22]1. (3) Reactant: S(O[CH2:12][C:13]1([C:17]([O:19][CH2:20][CH3:21])=[O:18])[CH2:16][CH2:15][CH2:14]1)(C1C=CC(C)=CC=1)(=O)=O.[C-:22]#[N:23].[Na+]. Product: [C:22]([CH2:12][C:13]1([C:17]([O:19][CH2:20][CH3:21])=[O:18])[CH2:14][CH2:15][CH2:16]1)#[N:23]. The catalyst class is: 58. (4) Reactant: [Cl:1][C:2]1[CH:10]=[C:9]([C:11]([NH:13][CH:14]([C:16]2[NH:20][C:19]3[CH:21]=[CH:22][C:23]([Cl:25])=[CH:24][C:18]=3[N:17]=2)[CH3:15])=[O:12])[CH:8]=[CH:7][C:3]=1[C:4](O)=[O:5].[NH:26]1[CH2:31][CH2:30][S:29][CH2:28][CH2:27]1.C(N(C(C)C)CC)(C)C.ClCl. Product: [Cl:1][C:2]1[CH:10]=[C:9]([CH:8]=[CH:7][C:3]=1[C:4]([N:26]1[CH2:31][CH2:30][S:29][CH2:28][CH2:27]1)=[O:5])[C:11]([NH:13][CH:14]([C:16]1[NH:20][C:19]2[CH:21]=[CH:22][C:23]([Cl:25])=[CH:24][C:18]=2[N:17]=1)[CH3:15])=[O:12]. The catalyst class is: 16. (5) Reactant: [CH3:1][N:2]([CH2:9][CH2:10][O:11][C:12]1[CH:25]=[CH:24][C:15]([CH2:16][CH:17]2[S:21][C:20](=[O:22])[NH:19][C:18]2=[O:23])=[CH:14][CH:13]=1)[C:3]1[CH:8]=[CH:7][CH:6]=[CH:5][N:4]=1.[IH:26]. Product: [IH:26].[CH3:1][N:2]([CH2:9][CH2:10][O:11][C:12]1[CH:25]=[CH:24][C:15]([CH2:16][CH:17]2[S:21][C:20](=[O:22])[NH:19][C:18]2=[O:23])=[CH:14][CH:13]=1)[C:3]1[CH:8]=[CH:7][CH:6]=[CH:5][N:4]=1. The catalyst class is: 310. (6) Reactant: [N:1]1([CH2:7][C:8]2[CH:9]=[C:10]([C:14]3[CH:19]=[CH:18][C:17]([N+:20]([O-])=O)=[C:16]([NH2:23])[CH:15]=3)[CH:11]=[CH:12][CH:13]=2)[CH2:6][CH2:5][O:4][CH2:3][CH2:2]1. Product: [N:1]1([CH2:7][C:8]2[CH:9]=[C:10]([C:14]3[CH:19]=[CH:18][C:17]([NH2:20])=[C:16]([NH2:23])[CH:15]=3)[CH:11]=[CH:12][CH:13]=2)[CH2:6][CH2:5][O:4][CH2:3][CH2:2]1. The catalyst class is: 29. (7) Reactant: [C:1]1([C:7]2[CH:8]=[C:9]3[C:15]([C:16]4[CH:24]=[CH:23][C:19]([C:20]([OH:22])=[O:21])=[CH:18][CH:17]=4)=[CH:14][N:13](S(C4C=CC(C)=CC=4)(=O)=O)[C:10]3=[N:11][CH:12]=2)[CH:6]=[CH:5][CH:4]=[CH:3][CH:2]=1.Cl. Product: [C:1]1([C:7]2[CH:8]=[C:9]3[C:15]([C:16]4[CH:17]=[CH:18][C:19]([C:20]([OH:22])=[O:21])=[CH:23][CH:24]=4)=[CH:14][NH:13][C:10]3=[N:11][CH:12]=2)[CH:2]=[CH:3][CH:4]=[CH:5][CH:6]=1. The catalyst class is: 273. (8) Reactant: [CH2:1]([C:4]1[CH:12]=[CH:11][C:7]([C:8]([OH:10])=[O:9])=[CH:6][CH:5]=1)[CH2:2][CH3:3].[I:13]I. Product: [I:13][C:5]1[CH:6]=[C:7]([CH:11]=[CH:12][C:4]=1[CH2:1][CH2:2][CH3:3])[C:8]([OH:10])=[O:9]. The catalyst class is: 2.